This data is from Full USPTO retrosynthesis dataset with 1.9M reactions from patents (1976-2016). The task is: Predict the reactants needed to synthesize the given product. Given the product [F:3][C:4]1[CH:5]=[C:6]([C:27]2[C:28]([CH3:42])=[CH:29][C:30]([O:33][CH2:34][C:35]([CH3:40])([CH3:41])[C:36]([OH:38])=[O:37])=[N:31][CH:32]=2)[CH:7]=[CH:8][C:9]=1[C:10]1[N:11]([CH2:19][O:20][CH2:21][CH2:22][Si:23]([CH3:24])([CH3:26])[CH3:25])[CH:12]=[C:13]([C:15]([F:18])([F:16])[F:17])[N:14]=1, predict the reactants needed to synthesize it. The reactants are: CO.[F:3][C:4]1[CH:5]=[C:6]([C:27]2[C:28]([CH3:42])=[CH:29][C:30]([O:33][CH2:34][C:35]([CH3:41])([CH3:40])[C:36]([O:38]C)=[O:37])=[N:31][CH:32]=2)[CH:7]=[CH:8][C:9]=1[C:10]1[N:11]([CH2:19][O:20][CH2:21][CH2:22][Si:23]([CH3:26])([CH3:25])[CH3:24])[CH:12]=[C:13]([C:15]([F:18])([F:17])[F:16])[N:14]=1.[OH-].[Na+].Cl.